From a dataset of Catalyst prediction with 721,799 reactions and 888 catalyst types from USPTO. Predict which catalyst facilitates the given reaction. (1) Reactant: [Na].C([O:5][CH2:6][CH3:7])(=O)C.[CH:8](OCC)=O.[NH2:13][C:14]1[CH:18]=[CH:17][NH:16][N:15]=1. Product: [OH:5][C:6]1[N:15]2[N:16]=[CH:17][CH:18]=[C:14]2[N:13]=[CH:8][CH:7]=1. The catalyst class is: 548. (2) Reactant: [N:1]1([C:7]([O:9][CH2:10][C:11]2[CH:16]=[CH:15][CH:14]=[CH:13][CH:12]=2)=[O:8])[CH2:6][CH2:5][NH:4][CH2:3][CH2:2]1.F[C:18]1[CH:19]=[CH:20][C:21]([N+:38]([O-:40])=[O:39])=[C:22]([CH:37]=1)[CH2:23][S:24]([C:27]1[C:36]2[C:31](=[CH:32][CH:33]=[CH:34][CH:35]=2)[CH:30]=[CH:29][CH:28]=1)(=[O:26])=[O:25].C([O-])([O-])=O.[K+].[K+]. Product: [C:27]1([S:24]([CH2:23][C:22]2[CH:37]=[C:18]([N:4]3[CH2:5][CH2:6][N:1]([C:7]([O:9][CH2:10][C:11]4[CH:16]=[CH:15][CH:14]=[CH:13][CH:12]=4)=[O:8])[CH2:2][CH2:3]3)[CH:19]=[CH:20][C:21]=2[N+:38]([O-:40])=[O:39])(=[O:26])=[O:25])[C:36]2[C:31](=[CH:32][CH:33]=[CH:34][CH:35]=2)[CH:30]=[CH:29][CH:28]=1. The catalyst class is: 18. (3) Reactant: Br[C:2]1[CH:7]=[C:6]([O:8][CH3:9])[CH:5]=[C:4]([O:10][CH3:11])[CH:3]=1.[Li]CCCC.[I:17]I. Product: [I:17][C:2]1[CH:7]=[C:6]([O:8][CH3:9])[CH:5]=[C:4]([O:10][CH3:11])[CH:3]=1. The catalyst class is: 1. (4) The catalyst class is: 13. Product: [C:28]([O:32][C:6](=[O:12])[NH:3][C:39]1[CH:40]=[CH:41][N:36]2[N:35]=[C:34]([Br:33])[N:45]=[C:37]2[CH:38]=1)([CH3:31])([CH3:30])[CH3:29]. Reactant: C([N:3]([CH2:6]C)CC)C.[N-]=[N+]=[N-].P([O-])(OC1C=CC=CC=1)(OC1C=CC=CC=1)=[O:12].[C:28]([OH:32])([CH3:31])([CH3:30])[CH3:29].[Br:33][C:34]1[N:45]=[C:37]2[CH:38]=[C:39](C([O-])=O)[CH:40]=[CH:41][N:36]2[N:35]=1. (5) Reactant: [Cl:1][C:2]1[CH:9]=[CH:8][C:5]([CH:6]=[O:7])=[C:4]([CH3:10])[CH:3]=1.[C:11](O)(C(F)(F)F)=O.[CH2:18]([OH:22])[CH2:19][CH:20]=C.[Li+].[OH-]. Product: [Cl:1][C:2]1[CH:9]=[CH:8][C:5]([CH:6]2[CH2:11][CH:18]([OH:22])[CH2:19][CH2:20][O:7]2)=[C:4]([CH3:10])[CH:3]=1. The catalyst class is: 525.